Regression. Given two drug SMILES strings and cell line genomic features, predict the synergy score measuring deviation from expected non-interaction effect. From a dataset of NCI-60 drug combinations with 297,098 pairs across 59 cell lines. (1) Drug 1: CCN(CC)CCCC(C)NC1=C2C=C(C=CC2=NC3=C1C=CC(=C3)Cl)OC. Drug 2: C1CN(CCN1C(=O)CCBr)C(=O)CCBr. Cell line: SF-539. Synergy scores: CSS=43.6, Synergy_ZIP=-6.29, Synergy_Bliss=-5.05, Synergy_Loewe=-1.55, Synergy_HSA=-1.17. (2) Drug 1: C1=NC2=C(N1)C(=S)N=C(N2)N. Drug 2: N.N.Cl[Pt+2]Cl. Cell line: HCT116. Synergy scores: CSS=18.5, Synergy_ZIP=-8.13, Synergy_Bliss=-11.8, Synergy_Loewe=-28.9, Synergy_HSA=-13.2.